This data is from Forward reaction prediction with 1.9M reactions from USPTO patents (1976-2016). The task is: Predict the product of the given reaction. (1) The product is: [N:16]1[CH:17]=[CH:18][CH:19]=[CH:20][C:15]=1[N:12]1[CH2:11][CH2:10][CH:9]([C:5]2[CH:6]=[C:7]([NH2:8])[NH:3][N:2]=2)[CH2:14][CH2:13]1. Given the reactants O.[NH2:2][NH2:3].O=[C:5]([CH:9]1[CH2:14][CH2:13][N:12]([C:15]2[CH:20]=[CH:19][CH:18]=[CH:17][N:16]=2)[CH2:11][CH2:10]1)[CH2:6][C:7]#[N:8], predict the reaction product. (2) Given the reactants [C:1]([O:5][C:6](=[O:34])[NH:7][CH2:8][CH2:9][CH2:10][NH:11][CH:12]([C:16]1[N:17]([CH2:27][C:28]2[CH:33]=[CH:32][CH:31]=[CH:30][CH:29]=2)[C:18](=[O:26])[C:19]2[C:24]([CH3:25])=[N:23][S:22][C:20]=2[N:21]=1)[CH:13]([CH3:15])[CH3:14])([CH3:4])([CH3:3])[CH3:2].[C:35]1([CH3:44])[CH:40]=[CH:39][C:38]([C:41](Cl)=[O:42])=[CH:37][CH:36]=1, predict the reaction product. The product is: [C:1]([O:5][C:6](=[O:34])[NH:7][CH2:8][CH2:9][CH2:10][N:11]([CH:12]([C:16]1[N:17]([CH2:27][C:28]2[CH:29]=[CH:30][CH:31]=[CH:32][CH:33]=2)[C:18](=[O:26])[C:19]2[C:24]([CH3:25])=[N:23][S:22][C:20]=2[N:21]=1)[CH:13]([CH3:15])[CH3:14])[C:41](=[O:42])[C:38]1[CH:39]=[CH:40][C:35]([CH3:44])=[CH:36][CH:37]=1)([CH3:3])([CH3:4])[CH3:2].